Dataset: Reaction yield outcomes from USPTO patents with 853,638 reactions. Task: Predict the reaction yield, written as a fraction of the theoretical maximum amount of product (1.0 means a 100% yield; for example, 0.34 means a 34% yield). The reactants are [CH3:1][O:2][C:3]1[C:8]([C:9]2[CH:14]=[CH:13][C:12]([C:15]([F:18])([F:17])[F:16])=[CH:11][CH:10]=2)=[CH:7][C:6]([CH2:19][NH2:20])=[CH:5][CH:4]=1.[CH2:21]([N:23]([CH2:34][C:35](O)=[O:36])[S:24]([C:27]1[CH:32]=[CH:31][C:30]([F:33])=[CH:29][CH:28]=1)(=[O:26])=[O:25])[CH3:22].CN(C(ON1N=NC2C=CC=NC1=2)=[N+](C)C)C.F[P-](F)(F)(F)(F)F.C(N(CC)C(C)C)(C)C.OS([O-])(=O)=O.[K+]. The catalyst is C(Cl)Cl. The product is [CH2:21]([N:23]([S:24]([C:27]1[CH:28]=[CH:29][C:30]([F:33])=[CH:31][CH:32]=1)(=[O:26])=[O:25])[CH2:34][C:35]([NH:20][CH2:19][C:6]1[CH:7]=[C:8]([C:9]2[CH:14]=[CH:13][C:12]([C:15]([F:17])([F:16])[F:18])=[CH:11][CH:10]=2)[C:3]([O:2][CH3:1])=[CH:4][CH:5]=1)=[O:36])[CH3:22]. The yield is 0.270.